Dataset: Peptide-MHC class II binding affinity with 134,281 pairs from IEDB. Task: Regression. Given a peptide amino acid sequence and an MHC pseudo amino acid sequence, predict their binding affinity value. This is MHC class II binding data. (1) The binding affinity (normalized) is 0.139. The MHC is HLA-DQA10401-DQB10402 with pseudo-sequence HLA-DQA10401-DQB10402. The peptide sequence is KEDFLRCLVKEIPPR. (2) The peptide sequence is FAGIEAAASAIQG. The MHC is H-2-IAb with pseudo-sequence H-2-IAb. The binding affinity (normalized) is 0.345.